From a dataset of Reaction yield outcomes from USPTO patents with 853,638 reactions. Predict the reaction yield, written as a fraction of the theoretical maximum amount of product (1.0 means a 100% yield; for example, 0.34 means a 34% yield). (1) The reactants are [C:1]([C:5]1[O:9][N:8]=[C:7]([NH:10][C:11](=[O:28])[CH2:12][C:13]2[CH:18]=[CH:17][C:16](B3OC(C)(C)C(C)(C)O3)=[CH:15][CH:14]=2)[CH:6]=1)([CH3:4])([CH3:3])[CH3:2].Br[C:30]1[CH:31]=[C:32]([CH3:37])[C:33]([NH2:36])=[N:34][CH:35]=1.C(=O)([O-])[O-].[Na+].[Na+]. The catalyst is [Pd].C1(P(C2C=CC=CC=2)C2C=CC=CC=2)C=CC=CC=1.C1(P(C2C=CC=CC=2)C2C=CC=CC=2)C=CC=CC=1.C1(P(C2C=CC=CC=2)C2C=CC=CC=2)C=CC=CC=1.C1(P(C2C=CC=CC=2)C2C=CC=CC=2)C=CC=CC=1.O1CCOCC1. The product is [NH2:36][C:33]1[N:34]=[CH:35][C:30]([C:16]2[CH:15]=[CH:14][C:13]([CH2:12][C:11]([NH:10][C:7]3[CH:6]=[C:5]([C:1]([CH3:2])([CH3:3])[CH3:4])[O:9][N:8]=3)=[O:28])=[CH:18][CH:17]=2)=[CH:31][C:32]=1[CH3:37]. The yield is 0.210. (2) The reactants are [O:1]=[C:2]1[C:10]2([C:14]3=[CH:15][C:16]4[O:20][CH2:19][O:18][C:17]=4[CH:21]=[C:13]3[O:12][CH2:11]2)[C:9]2[C:4](=[CH:5][CH:6]=[CH:7][CH:8]=2)[N:3]1[CH2:22][CH2:23][CH:24]1[CH2:29][CH2:28][N:27](C(OC(C)(C)C)=O)[CH2:26][CH2:25]1.[ClH:37].CCOCC. The catalyst is O1CCOCC1. The product is [ClH:37].[NH:27]1[CH2:28][CH2:29][CH:24]([CH2:23][CH2:22][N:3]2[C:4]3[C:9](=[CH:8][CH:7]=[CH:6][CH:5]=3)[C:10]3([C:14]4=[CH:15][C:16]5[O:20][CH2:19][O:18][C:17]=5[CH:21]=[C:13]4[O:12][CH2:11]3)[C:2]2=[O:1])[CH2:25][CH2:26]1. The yield is 0.910.